From a dataset of NCI-60 drug combinations with 297,098 pairs across 59 cell lines. Regression. Given two drug SMILES strings and cell line genomic features, predict the synergy score measuring deviation from expected non-interaction effect. (1) Drug 1: CC1=C2C(C(=O)C3(C(CC4C(C3C(C(C2(C)C)(CC1OC(=O)C(C(C5=CC=CC=C5)NC(=O)OC(C)(C)C)O)O)OC(=O)C6=CC=CC=C6)(CO4)OC(=O)C)O)C)O. Drug 2: CC1=C(C(=CC=C1)Cl)NC(=O)C2=CN=C(S2)NC3=CC(=NC(=N3)C)N4CCN(CC4)CCO. Cell line: COLO 205. Synergy scores: CSS=3.56, Synergy_ZIP=0.903, Synergy_Bliss=4.05, Synergy_Loewe=4.25, Synergy_HSA=4.24. (2) Drug 1: CCC1(CC2CC(C3=C(CCN(C2)C1)C4=CC=CC=C4N3)(C5=C(C=C6C(=C5)C78CCN9C7C(C=CC9)(C(C(C8N6C)(C(=O)OC)O)OC(=O)C)CC)OC)C(=O)OC)O.OS(=O)(=O)O. Drug 2: COC1=C2C(=CC3=C1OC=C3)C=CC(=O)O2. Cell line: OVCAR-4. Synergy scores: CSS=-1.93, Synergy_ZIP=-3.21, Synergy_Bliss=-6.49, Synergy_Loewe=-19.7, Synergy_HSA=-7.02. (3) Drug 1: CC1=C(C=C(C=C1)C(=O)NC2=CC(=CC(=C2)C(F)(F)F)N3C=C(N=C3)C)NC4=NC=CC(=N4)C5=CN=CC=C5. Drug 2: CC1CCCC2(C(O2)CC(NC(=O)CC(C(C(=O)C(C1O)C)(C)C)O)C(=CC3=CSC(=N3)C)C)C. Cell line: SK-MEL-28. Synergy scores: CSS=31.0, Synergy_ZIP=3.15, Synergy_Bliss=1.72, Synergy_Loewe=-16.4, Synergy_HSA=1.25. (4) Drug 1: C1CCN(CC1)CCOC2=CC=C(C=C2)C(=O)C3=C(SC4=C3C=CC(=C4)O)C5=CC=C(C=C5)O. Drug 2: C1=C(C(=O)NC(=O)N1)F. Cell line: 786-0. Synergy scores: CSS=29.4, Synergy_ZIP=-0.339, Synergy_Bliss=-1.75, Synergy_Loewe=-2.21, Synergy_HSA=-1.42. (5) Drug 1: CCCCCOC(=O)NC1=NC(=O)N(C=C1F)C2C(C(C(O2)C)O)O. Drug 2: CNC(=O)C1=NC=CC(=C1)OC2=CC=C(C=C2)NC(=O)NC3=CC(=C(C=C3)Cl)C(F)(F)F. Cell line: HS 578T. Synergy scores: CSS=2.08, Synergy_ZIP=-0.911, Synergy_Bliss=-0.878, Synergy_Loewe=-1.27, Synergy_HSA=-2.15. (6) Drug 1: CC1=C2C(C(=O)C3(C(CC4C(C3C(C(C2(C)C)(CC1OC(=O)C(C(C5=CC=CC=C5)NC(=O)C6=CC=CC=C6)O)O)OC(=O)C7=CC=CC=C7)(CO4)OC(=O)C)O)C)OC(=O)C. Drug 2: CCN(CC)CCNC(=O)C1=C(NC(=C1C)C=C2C3=C(C=CC(=C3)F)NC2=O)C. Cell line: MALME-3M. Synergy scores: CSS=7.47, Synergy_ZIP=-7.68, Synergy_Bliss=-3.48, Synergy_Loewe=-17.8, Synergy_HSA=-5.44. (7) Drug 1: CC1(CCCN1)C2=NC3=C(C=CC=C3N2)C(=O)N. Drug 2: C1CCC(C(C1)[NH-])[NH-].C(=O)(C(=O)[O-])[O-].[Pt+4]. Cell line: NCI-H460. Synergy scores: CSS=20.0, Synergy_ZIP=-2.81, Synergy_Bliss=-9.19, Synergy_Loewe=-24.6, Synergy_HSA=-7.79.